The task is: Regression. Given a peptide amino acid sequence and an MHC pseudo amino acid sequence, predict their binding affinity value. This is MHC class II binding data.. This data is from Peptide-MHC class II binding affinity with 134,281 pairs from IEDB. (1) The peptide sequence is LWTQSLRRELSGYCS. The MHC is DRB1_0404 with pseudo-sequence DRB1_0404. The binding affinity (normalized) is 0.206. (2) The binding affinity (normalized) is 0.326. The MHC is DRB1_1501 with pseudo-sequence DRB1_1501. The peptide sequence is QFGTMPSLTMACMAK.